From a dataset of HIV replication inhibition screening data with 41,000+ compounds from the AIDS Antiviral Screen. Binary Classification. Given a drug SMILES string, predict its activity (active/inactive) in a high-throughput screening assay against a specified biological target. The compound is Cc1cc(Cl)ccc1NC(=O)C(=NNC(C)(C)C)C(C#N)c1nc(-c2ccc([N+](=O)[O-])cc2)cs1. The result is 0 (inactive).